Dataset: Forward reaction prediction with 1.9M reactions from USPTO patents (1976-2016). Task: Predict the product of the given reaction. (1) The product is: [CH3:20][N:17]1[C:18](=[O:19])[N:13]2[CH:12]=[N:11][C:10]([C:2]3[N:1]([CH3:23])[C:5]4[CH:6]=[CH:7][CH:8]=[CH:9][C:4]=4[N:3]=3)=[C:14]2[N:15]=[N:16]1. Given the reactants [NH:1]1[C:5]2[CH:6]=[CH:7][CH:8]=[CH:9][C:4]=2[N:3]=[C:2]1[C:10]1[N:11]=[CH:12][N:13]2[C:18](=[O:19])[N:17]([CH3:20])[N:16]=[N:15][C:14]=12.[H-].[Na+].[CH3:23]I, predict the reaction product. (2) The product is: [OH:20][N:19]=[C:8]([NH2:9])[C:7]1[CH:6]=[CH:5][C:4]([N+:1]([O-:3])=[O:2])=[CH:11][CH:10]=1. Given the reactants [N+:1]([C:4]1[CH:11]=[CH:10][C:7]([C:8]#[N:9])=[CH:6][CH:5]=1)([O-:3])=[O:2].C(=O)([O-])[O-].[K+].[K+].Cl.[NH2:19][OH:20], predict the reaction product. (3) Given the reactants Cl[CH2:2][C:3]1[CH:12]=[CH:11][C:10]2[C:5](=[CH:6][CH:7]=[CH:8][CH:9]=2)[N:4]=1.[I-].[K+].C(=O)([O-])[O-].[K+].[K+].[CH3:21][CH:22]1[CH2:25][C:24]([C:32]2[CH:37]=[C:36]([OH:38])[CH:35]=[CH:34][C:33]=2[OH:39])([C:26]2[CH:31]=[CH:30][CH:29]=[CH:28][CH:27]=2)[CH2:23]1.Cl, predict the reaction product. The product is: [CH3:21][CH:22]1[CH2:23][C:24]([C:32]2[CH:37]=[C:36]([O:38][CH2:2][C:3]3[CH:12]=[CH:11][C:10]4[C:5](=[CH:6][CH:7]=[CH:8][CH:9]=4)[N:4]=3)[CH:35]=[CH:34][C:33]=2[OH:39])([C:26]2[CH:27]=[CH:28][CH:29]=[CH:30][CH:31]=2)[CH2:25]1. (4) Given the reactants [C:1]([C:3]1[CH:4]=[C:5]2[C:10](=[CH:11][CH:12]=1)[NH:9][C:8]([CH3:13])=[C:7]([C:14]([O:16][CH3:17])=[O:15])[CH:6]2O)#[N:2].N.O=P(Cl)(Cl)[Cl:22], predict the reaction product. The product is: [Cl:22][C:6]1[C:5]2[C:10](=[CH:11][CH:12]=[C:3]([C:1]#[N:2])[CH:4]=2)[N:9]=[C:8]([CH3:13])[C:7]=1[C:14]([O:16][CH3:17])=[O:15]. (5) Given the reactants Br[C:2]1[CH:14]=[C:13]2[C:5]([C:6]3[CH:7]=[CH:8][C:9]([N:15]([CH2:20][CH2:21][CH2:22][CH3:23])[CH2:16][CH2:17][CH2:18][CH3:19])=[CH:10][C:11]=3[CH2:12]2)=[CH:4][CH:3]=1.[CH:24]([C:26]1[S:30][C:29](B(O)O)=[CH:28][CH:27]=1)=[O:25], predict the reaction product. The product is: [CH2:16]([N:15]([CH2:20][CH2:21][CH2:22][CH3:23])[C:9]1[CH:10]=[C:11]2[C:6]([C:5]3[CH:4]=[CH:3][C:2]([C:29]4[S:30][C:26]([CH:24]=[O:25])=[CH:27][CH:28]=4)=[CH:14][C:13]=3[CH2:12]2)=[CH:7][CH:8]=1)[CH2:17][CH2:18][CH3:19]. (6) The product is: [NH2:24][C:19]1[CH:20]=[CH:21][C:22]([CH3:23])=[C:17]([NH:16][C:14]([C:11]2[C:7]3[N:8]=[CH:9][N:10]=[C:5]([NH:4][CH:1]4[CH2:2][CH2:3]4)[C:6]=3[S:13][CH:12]=2)=[O:15])[CH:18]=1. Given the reactants [CH:1]1([NH:4][C:5]2[C:6]3[S:13][CH:12]=[C:11]([C:14]([NH:16][C:17]4[CH:18]=[C:19]([NH:24]C(=O)OC(C)(C)C)[CH:20]=[CH:21][C:22]=4[CH3:23])=[O:15])[C:7]=3[N:8]=[CH:9][N:10]=2)[CH2:3][CH2:2]1.C(O)(C(F)(F)F)=O, predict the reaction product. (7) Given the reactants [N:1]([O-])=O.[Na+].[Cl:5][C:6]1[N:11]=[C:10]([NH:12][CH2:13][C:14]2[S:15][C:16]3[CH:21]=[CH:20][N:19]=[CH:18][C:17]=3[N:22]=2)[C:9]([NH2:23])=[CH:8][CH:7]=1.[OH-].[Na+], predict the reaction product. The product is: [Cl:5][C:6]1[N:11]=[C:10]2[N:12]([CH2:13][C:14]3[S:15][C:16]4[CH:21]=[CH:20][N:19]=[CH:18][C:17]=4[N:22]=3)[N:1]=[N:23][C:9]2=[CH:8][CH:7]=1. (8) Given the reactants C(N1C=CN=C1)(N1C=CN=C1)=O.[CH3:13][C:14]1[S:18][C:17]([C:19]([OH:21])=O)=[CH:16][C:15]=1[N+:22]([O-:24])=[O:23].[CH2:25]([NH2:35])[C:26]1[CH:34]=[CH:33][C:32]2[O:31][CH2:30][O:29][C:28]=2[CH:27]=1, predict the reaction product. The product is: [O:31]1[C:32]2[CH:33]=[CH:34][C:26]([CH2:25][NH:35][C:19]([C:17]3[S:18][C:14]([CH3:13])=[C:15]([N+:22]([O-:24])=[O:23])[CH:16]=3)=[O:21])=[CH:27][C:28]=2[O:29][CH2:30]1.